This data is from Reaction yield outcomes from USPTO patents with 853,638 reactions. The task is: Predict the reaction yield, written as a fraction of the theoretical maximum amount of product (1.0 means a 100% yield; for example, 0.34 means a 34% yield). (1) The reactants are [Br:1][C:2]1[CH:3]=[C:4]2[C:8](=[CH:9][CH:10]=1)[C:7](=[O:11])[NH:6][CH:5]2O.O.[NH2:14]N. No catalyst specified. The product is [Br:1][C:2]1[CH:3]=[C:4]2[C:8](=[CH:9][CH:10]=1)[C:7](=[O:11])[NH:6][N:14]=[CH:5]2. The yield is 0.466. (2) The product is [C:27]([O:26][P:20]([O:16][CH2:15][CH2:14][N:3]([CH2:1][CH3:2])[C:4](=[O:13])[O:5][CH2:6][C:7]1[CH:12]=[CH:11][CH:10]=[CH:9][CH:8]=1)([O:21][C:22]([CH3:23])([CH3:24])[CH3:25])=[O:46])([CH3:28])([CH3:29])[CH3:30]. The yield is 0.600. The reactants are [CH2:1]([N:3]([CH2:14][CH2:15][OH:16])[C:4](=[O:13])[O:5][CH2:6][C:7]1[CH:12]=[CH:11][CH:10]=[CH:9][CH:8]=1)[CH3:2].C(N(CC)[P:20]([O:26][C:27]([CH3:30])([CH3:29])[CH3:28])[O:21][C:22]([CH3:25])([CH3:24])[CH3:23])C.N1C=NN=N1.C1C=C(Cl)C=C(C(OO)=[O:46])C=1.S(=O)(O)[O-].[Na+]. The catalyst is C1COCC1. (3) The reactants are [NH2:1][CH:2]([CH2:10][C:11]1[CH:16]=[CH:15][C:14]([O:17][C:18]([F:21])([F:20])[F:19])=[CH:13][CH:12]=1)[C:3]([O:5]C(C)(C)C)=[O:4].[F:22][C:23]1([F:37])[CH2:25][CH:24]1[CH2:26][O:27][C:28]1[CH:36]=[CH:35][C:31]([C:32](O)=[O:33])=[CH:30][CH:29]=1. No catalyst specified. The product is [F:22][C:23]1([F:37])[CH2:25][CH:24]1[CH2:26][O:27][C:28]1[CH:36]=[CH:35][C:31]([C:32]([NH:1][CH:2]([CH2:10][C:11]2[CH:12]=[CH:13][C:14]([O:17][C:18]([F:19])([F:20])[F:21])=[CH:15][CH:16]=2)[C:3]([OH:5])=[O:4])=[O:33])=[CH:30][CH:29]=1. The yield is 0.660. (4) The reactants are [BH4-].[Na+].[F:3][C:4]1[CH:9]=[C:8]([O:10][CH2:11][CH2:12][CH3:13])[CH:7]=[C:6](/[CH:14]=[CH:15]/[N+:16]([O-:18])=[O:17])[CH:5]=1. The yield is 0.562. The catalyst is C(Cl)(Cl)Cl.C(O)(C)C. The product is [F:3][C:4]1[CH:9]=[C:8]([O:10][CH2:11][CH2:12][CH3:13])[CH:7]=[C:6]([CH2:14][CH2:15][N+:16]([O-:18])=[O:17])[CH:5]=1. (5) The reactants are [C:1](#N)[C:2]1[C:3](=[CH:5][CH:6]=[CH:7][CH:8]=1)[NH2:4].[CH:10]([Mg]Br)([CH3:12])[CH3:11].C1C[O:18]CC1. The catalyst is O. The product is [NH2:4][C:3]1[CH:5]=[CH:6][CH:7]=[CH:8][C:2]=1[C:1](=[O:18])[CH:10]([CH3:12])[CH3:11]. The yield is 0.200. (6) The catalyst is C(Cl)Cl.O. The product is [Cl:1][CH2:2][S:3]([N:6]([CH2:20][CH2:21][CH2:22][N:23]([CH3:24])[CH3:25])[CH:7]1[CH2:12][CH2:11][NH:10][CH2:9][CH2:8]1)(=[O:4])=[O:5]. The yield is 0.810. The reactants are [Cl:1][CH2:2][S:3]([N:6]([CH2:20][CH2:21][CH2:22][N:23]([CH3:25])[CH3:24])[CH:7]1[CH2:12][CH2:11][N:10](C(OC(C)(C)C)=O)[CH2:9][CH2:8]1)(=[O:5])=[O:4].C(O)(C(F)(F)F)=O.N. (7) The reactants are [H-].[Na+].[OH:3][CH2:4][C:5]1[CH:10]=[CH:9][N:8]=[CH:7][CH:6]=1.F[C:12]1[CH:21]=[C:20]2[C:15]([C:16](=[O:22])[NH:17][CH:18]=[N:19]2)=[CH:14][CH:13]=1. The catalyst is C1COCC1. The product is [N:8]1[CH:9]=[CH:10][C:5]([CH2:4][O:3][C:12]2[CH:21]=[C:20]3[C:15]([C:16](=[O:22])[NH:17][CH:18]=[N:19]3)=[CH:14][CH:13]=2)=[CH:6][CH:7]=1. The yield is 0.710.